This data is from Forward reaction prediction with 1.9M reactions from USPTO patents (1976-2016). The task is: Predict the product of the given reaction. (1) Given the reactants [N:1]1[CH:6]=[CH:5][CH:4]=[CH:3][C:2]=1[C@@H:7]([NH:10][C:11]([C:13]1[CH:14]=[N:15][C:16]2[C:21]([CH:22]=1)=[CH:20][CH:19]=[C:18]([NH:23][C:24]([C:26]1[C:27]([C:32]3[CH:37]=[CH:36][C:35]([C:38]([F:41])([F:40])[F:39])=[CH:34][CH:33]=3)=[CH:28][CH:29]=[CH:30][CH:31]=1)=[O:25])[CH:17]=2)=[O:12])[CH2:8][CH3:9].[CH2:42]([S:44]([OH:47])(=[O:46])=[O:45])[CH3:43], predict the reaction product. The product is: [CH2:42]([S:44]([OH:47])(=[O:46])=[O:45])[CH3:43].[N:1]1[CH:6]=[CH:5][CH:4]=[CH:3][C:2]=1[C@@H:7]([NH:10][C:11]([C:13]1[CH:14]=[N:15][C:16]2[C:21]([CH:22]=1)=[CH:20][CH:19]=[C:18]([NH:23][C:24]([C:26]1[C:27]([C:32]3[CH:33]=[CH:34][C:35]([C:38]([F:41])([F:39])[F:40])=[CH:36][CH:37]=3)=[CH:28][CH:29]=[CH:30][CH:31]=1)=[O:25])[CH:17]=2)=[O:12])[CH2:8][CH3:9]. (2) Given the reactants [CH:1](=O)[CH2:2][CH3:3].[NH2:5][C:6]1[N:16]=[C:15]([C:17]([F:20])([F:19])[F:18])[CH:14]=[CH:13][C:7]=1[C:8]([O:10][CH2:11][CH3:12])=[O:9].C(O)(=O)C.C(O[BH-](OC(=O)C)OC(=O)C)(=O)C.[Na+], predict the reaction product. The product is: [CH2:1]([NH:5][C:6]1[N:16]=[C:15]([C:17]([F:20])([F:18])[F:19])[CH:14]=[CH:13][C:7]=1[C:8]([O:10][CH2:11][CH3:12])=[O:9])[CH2:2][CH3:3]. (3) Given the reactants [Cl:1][C:2]1[N:7]=[C:6](Cl)[C:5]([CH2:9][O:10][C:11]2[CH:16]=[C:15]([CH:17]([CH3:19])[CH3:18])[CH:14]=[CH:13][C:12]=2[CH3:20])=[C:4]([CH3:21])[N:3]=1.[C:22]([O:26][C:27]([N:29]1[CH2:34][CH2:33][NH:32][CH2:31][CH2:30]1)=[O:28])([CH3:25])([CH3:24])[CH3:23].C(=O)([O-])[O-].[K+].[K+], predict the reaction product. The product is: [C:22]([O:26][C:27]([N:29]1[CH2:34][CH2:33][N:32]([C:6]2[C:5]([CH2:9][O:10][C:11]3[CH:16]=[C:15]([CH:17]([CH3:19])[CH3:18])[CH:14]=[CH:13][C:12]=3[CH3:20])=[C:4]([CH3:21])[N:3]=[C:2]([Cl:1])[N:7]=2)[CH2:31][CH2:30]1)=[O:28])([CH3:25])([CH3:23])[CH3:24]. (4) Given the reactants [Cl:1][CH2:2][C:3](Cl)=[O:4].[NH:6]1[C:14]2[C:9](=[CH:10][C:11]([NH:15][C:16]([C:18]3[C:19]([C:24]4[CH:29]=[CH:28][C:27]([C:30]([F:33])([F:32])[F:31])=[CH:26][CH:25]=4)=[CH:20][CH:21]=[CH:22][CH:23]=3)=[O:17])=[CH:12][CH:13]=2)[CH2:8][CH2:7]1.C(N(CC)CC)C.C(OCC)(=O)C, predict the reaction product. The product is: [Cl:1][CH2:2][C:3]([N:6]1[C:14]2[C:9](=[CH:10][C:11]([NH:15][C:16]([C:18]3[C:19]([C:24]4[CH:25]=[CH:26][C:27]([C:30]([F:31])([F:32])[F:33])=[CH:28][CH:29]=4)=[CH:20][CH:21]=[CH:22][CH:23]=3)=[O:17])=[CH:12][CH:13]=2)[CH2:8][CH2:7]1)=[O:4]. (5) Given the reactants [Cl:1][C:2]1[CH:3]=[C:4]([CH:6]=[C:7]([Cl:9])[CH:8]=1)[NH2:5].Cl.[NH2:11][C:12]1[N:21]=[C:20]([NH2:22])[C:19]2[C:14](=[N:15][CH:16]=[CH:17][N:18]=2)[N:13]=1.[CH3:23]N(C=O)C, predict the reaction product. The product is: [Cl:1][C:2]1[CH:3]=[C:4]([NH:5][CH2:23][C:17]2[N:18]=[C:19]3[C:14](=[N:15][CH:16]=2)[N:13]=[C:12]([NH2:11])[N:21]=[C:20]3[NH2:22])[CH:6]=[C:7]([Cl:9])[CH:8]=1. (6) Given the reactants CN1CCOCC1.ON1C2C=CC=CC=2N=N1.CCN=C=NCCCN(C)C.Cl.Cl.[Cl:31][C:32]1[CH:33]=[C:34]([NH:38][C:39]2[CH:47]=[CH:46][C:42]([C:43]([OH:45])=O)=[C:41]([CH:48]([CH3:50])[CH3:49])[N:40]=2)[CH:35]=[CH:36][CH:37]=1.[O:51]1[CH2:56][CH2:55][CH:54]([CH2:57][NH2:58])[CH2:53][CH2:52]1, predict the reaction product. The product is: [Cl:31][C:32]1[CH:33]=[C:34]([NH:38][C:39]2[CH:47]=[CH:46][C:42]([C:43]([NH:58][CH2:57][CH:54]3[CH2:55][CH2:56][O:51][CH2:52][CH2:53]3)=[O:45])=[C:41]([CH:48]([CH3:50])[CH3:49])[N:40]=2)[CH:35]=[CH:36][CH:37]=1. (7) Given the reactants [H-].[Na+].[CH2:3]([C:5]1[N:6]=[CH:7][NH:8][CH:9]=1)[CH3:4].F[C:11]1[CH:16]=[CH:15][C:14]([C:17](=[O:19])[CH3:18])=[CH:13][CH:12]=1, predict the reaction product. The product is: [CH2:3]([C:5]1[N:6]=[CH:7][N:8]([C:11]2[CH:16]=[CH:15][C:14]([C:17](=[O:19])[CH3:18])=[CH:13][CH:12]=2)[CH:9]=1)[CH3:4].